The task is: Predict which catalyst facilitates the given reaction.. This data is from Catalyst prediction with 721,799 reactions and 888 catalyst types from USPTO. (1) Reactant: [CH:1]([C:3]1[CH:11]=[CH:10][C:6]([C:7]([OH:9])=[O:8])=[CH:5][CH:4]=1)=O.[O:12]1[C:16]([C:17]2[CH:22]=[CH:21][C:20]([NH:23][NH2:24])=[CH:19][CH:18]=2)=[CH:15][N:14]=[CH:13]1. Product: [O:12]1[C:16]([C:17]2[CH:18]=[CH:19][C:20]([NH:23][N:24]=[CH:1][C:3]3[CH:11]=[CH:10][C:6]([C:7]([OH:9])=[O:8])=[CH:5][CH:4]=3)=[CH:21][CH:22]=2)=[CH:15][N:14]=[CH:13]1. The catalyst class is: 8. (2) Reactant: [NH:1]1[C:9]2[C:4](=[N:5][C:6]([CH2:10][OH:11])=[CH:7][CH:8]=2)[CH:3]=[N:2]1.CS(C)=O.CCN(CC)CC. Product: [NH:1]1[C:9]2[C:4](=[N:5][C:6]([CH:10]=[O:11])=[CH:7][CH:8]=2)[CH:3]=[N:2]1. The catalyst class is: 2. (3) Reactant: [O:1]1[CH2:6][CH2:5][NH:4][C:3]2[CH:7]=[CH:8][C:9]([O:11][C:12]3[C:21]4[C:16](=[CH:17][C:18]([OH:24])=[C:19]([O:22][CH3:23])[CH:20]=4)[N:15]=[CH:14][CH:13]=3)=[CH:10][C:2]1=2.[CH3:25][C:26]1[O:30][N:29]=[C:28]([NH:31][C:32](=O)[O:33]C2C=CC([N+]([O-])=O)=CC=2)[CH:27]=1.C(N(CC)CC)C. Product: [OH:24][C:18]1[CH:17]=[C:16]2[C:21]([C:12]([O:11][C:9]3[CH:8]=[CH:7][C:3]4[N:4]([C:32]([NH:31][C:28]5[CH:27]=[C:26]([CH3:25])[O:30][N:29]=5)=[O:33])[CH2:5][CH2:6][O:1][C:2]=4[CH:10]=3)=[CH:13][CH:14]=[N:15]2)=[CH:20][C:19]=1[O:22][CH3:23]. The catalyst class is: 1. (4) Reactant: [CH:1]([C:3]1([C:6]([O:8][C:9]([CH3:12])([CH3:11])[CH3:10])=[O:7])[CH2:5][CH2:4]1)=O.C(N(CC)CC)C.C(OC(=O)[N:25]([CH2:35][C:36]1([CH2:42][C:43]2[CH:44]=[N:45][C:46]([O:49][CH3:50])=[CH:47][CH:48]=2)[CH2:41][CH2:40][NH:39][CH2:38][CH2:37]1)[C@@H:26]1[CH2:28][C@H:27]1[C:29]1[CH:34]=[CH:33][CH:32]=[CH:31][CH:30]=1)C=C.C(O[BH-](OC(=O)C)OC(=O)C)(=O)C.[Na+].C(NCC)C. Product: [CH3:50][O:49][C:46]1[N:45]=[CH:44][C:43]([CH2:42][C:36]2([CH2:35][NH:25][C@@H:26]3[CH2:28][C@H:27]3[C:29]3[CH:30]=[CH:31][CH:32]=[CH:33][CH:34]=3)[CH2:41][CH2:40][N:39]([CH2:1][C:3]3([C:6]([O:8][C:9]([CH3:12])([CH3:11])[CH3:10])=[O:7])[CH2:5][CH2:4]3)[CH2:38][CH2:37]2)=[CH:48][CH:47]=1. The catalyst class is: 532. (5) Reactant: [F:1][C:2]([F:25])([F:24])[C:3]1[CH:4]=[C:5]([NH:9][CH2:10][CH2:11][NH:12][C:13]2[CH:18]=[CH:17][CH:16]=[CH:15][C:14]=2[C:19]([O:21]CC)=[O:20])[CH:6]=[CH:7][CH:8]=1.C(N(CC)CC)C.[C:33](Cl)(Cl)=[O:34].O. Product: [F:25][C:2]([F:1])([F:24])[C:3]1[CH:4]=[C:5]([N:9]2[CH2:10][CH2:11][N:12]([C:13]3[CH:18]=[CH:17][CH:16]=[CH:15][C:14]=3[C:19]([OH:21])=[O:20])[C:33]2=[O:34])[CH:6]=[CH:7][CH:8]=1. The catalyst class is: 715. (6) Reactant: [F:1][C:2]1[CH:7]=[CH:6][C:5]([C:8]2[N:9]=[C:10]([CH:28]3[CH2:33][CH2:32][NH:31][CH2:30][CH2:29]3)[S:11][C:12]=2[C:13]2[CH:18]=[CH:17][N:16]=[C:15]([NH:19][C@H:20]([C:22]3[CH:27]=[CH:26][CH:25]=[CH:24][CH:23]=3)[CH3:21])[CH:14]=2)=[CH:4][CH:3]=1.[CH2:34]=O.[BH4-].[Na+]. Product: [F:1][C:2]1[CH:7]=[CH:6][C:5]([C:8]2[N:9]=[C:10]([CH:28]3[CH2:33][CH2:32][N:31]([CH3:34])[CH2:30][CH2:29]3)[S:11][C:12]=2[C:13]2[CH:18]=[CH:17][N:16]=[C:15]([NH:19][C@H:20]([C:22]3[CH:27]=[CH:26][CH:25]=[CH:24][CH:23]=3)[CH3:21])[CH:14]=2)=[CH:4][CH:3]=1. The catalyst class is: 5.